From a dataset of Forward reaction prediction with 1.9M reactions from USPTO patents (1976-2016). Predict the product of the given reaction. (1) Given the reactants [CH2:1]([O:3][CH2:4][C@H:5]([NH2:22])[C:6]1[N:10]([C:11]2[CH:16]=[CH:15][CH:14]=[CH:13][CH:12]=2)[C:9]2[CH:17]=[C:18]([F:21])[CH:19]=[CH:20][C:8]=2[N:7]=1)[CH3:2].Cl[C:24]1[N:32]=[CH:31][N:30]=[C:29]2[C:25]=1[N:26]=[CH:27][N:28]2C1CCCCO1.CCN(C(C)C)C(C)C, predict the reaction product. The product is: [CH2:1]([O:3][CH2:4][CH:5]([NH:22][C:24]1[N:32]=[CH:31][N:30]=[C:29]2[C:25]=1[N:26]=[CH:27][NH:28]2)[C:6]1[N:10]([C:11]2[CH:16]=[CH:15][CH:14]=[CH:13][CH:12]=2)[C:9]2[CH:17]=[C:18]([F:21])[CH:19]=[CH:20][C:8]=2[N:7]=1)[CH3:2]. (2) Given the reactants [C:1]([CH:3]1[CH2:8][CH2:7][N:6]([C:9]([N:11]2[CH2:16][CH:15]([C:17]3[CH:22]=[CH:21][C:20]([C:23]([F:26])([F:25])[F:24])=[CH:19][CH:18]=3)[CH2:14][CH:13]([C:27]([OH:29])=O)[CH2:12]2)=[O:10])[CH2:5][CH2:4]1)#[N:2].[Cl:30][C:31]1[CH:36]=[CH:35][CH:34]=[CH:33][C:32]=1[C:37](=[N:39]O)[NH2:38], predict the reaction product. The product is: [Cl:30][C:31]1[CH:36]=[CH:35][CH:34]=[CH:33][C:32]=1[C:37]1[N:39]=[C:27]([CH:13]2[CH2:14][CH:15]([C:17]3[CH:22]=[CH:21][C:20]([C:23]([F:26])([F:24])[F:25])=[CH:19][CH:18]=3)[CH2:16][N:11]([C:9]([N:6]3[CH2:7][CH2:8][CH:3]([C:1]#[N:2])[CH2:4][CH2:5]3)=[O:10])[CH2:12]2)[O:29][N:38]=1. (3) Given the reactants Br[C:2]1[CH:3]=[CH:4][CH:5]=[C:6]2[C:29]=1[C:9]1([CH2:14][CH2:13][N:12]([C:15](=[O:28])[NH:16][CH:17]3[CH:24]4[CH2:25][C:20]5(F)[CH2:21][CH:22]([CH2:26][CH:18]3[CH2:19]5)[CH2:23]4)[CH2:11][CH2:10]1)[CH2:8][CH:7]2[CH2:30][C:31]([O:33]CC)=O.CC[N:38]=C=NCCCN(C)C.C1C=CC2N(O)N=NC=2C=1.CCN(C(C)C)C(C)C, predict the reaction product. The product is: [NH2:38][C:31](=[O:33])[CH2:30][CH:7]1[C:6]2[C:29](=[CH:2][CH:3]=[CH:4][CH:5]=2)[C:9]2([CH2:10][CH2:11][N:12]([C:15]([NH:16][CH:17]3[CH:18]4[CH2:26][CH:22]5[CH2:21][CH:20]([CH2:25][CH:24]3[CH2:23]5)[CH2:19]4)=[O:28])[CH2:13][CH2:14]2)[CH2:8]1. (4) Given the reactants S(=O)(O)[O-].[Na+].[C:6]([C:9]1[CH:16]=[CH:15][C:12]([CH:13]=O)=[CH:11][CH:10]=1)([OH:8])=[O:7].[NH2:17][C:18]1[CH:24]=[CH:23][C:22]([N+:25]([O-:27])=[O:26])=[CH:21][C:19]=1[NH2:20].[CH2:28](O)C, predict the reaction product. The product is: [N+:25]([C:22]1[CH:23]=[CH:24][C:18]2[NH:17][C:13]([C:12]3[CH:15]=[CH:16][C:9]([C:6]([O:8][CH3:28])=[O:7])=[CH:10][CH:11]=3)=[N:20][C:19]=2[CH:21]=1)([O-:27])=[O:26]. (5) Given the reactants BrC1[C:19]2[C:10](=[CH:11][C:12]3[C:17]([CH:18]=2)=[CH:16][CH:15]=[CH:14][CH:13]=3)[C:9]([C:20]2C=CC=C[CH:21]=2)=[C:8]2C=1[CH:4]=[CH:5][CH:6]=[CH:7]2.[C:39]1(P([C:39]2[CH:44]=[CH:43][CH:42]=[CH:41][CH:40]=2)[C:39]2[CH:44]=[CH:43][CH:42]=[CH:41][CH:40]=2)[CH:44]=[CH:43][CH:42]=[CH:41][CH:40]=1.[C:45]1([C:51]#[CH:52])[CH:50]=[CH:49][CH:48]=[CH:47][CH:46]=1.[Al], predict the reaction product. The product is: [C:45]1([C:51]2[C:19]3[C:10](=[CH:11][C:12]4[C:17]([CH:18]=3)=[CH:16][CH:15]=[CH:14][CH:13]=4)[C:9]([C:20]#[C:21][C:39]3[CH:40]=[CH:41][CH:42]=[CH:43][CH:44]=3)=[C:8]3[C:52]=2[CH:4]=[CH:5][CH:6]=[CH:7]3)[CH:50]=[CH:49][CH:48]=[CH:47][CH:46]=1. (6) Given the reactants [C:1]([C:4]1[CH:5]=[C:6]([C:10]2[CH:15]=[CH:14][CH:13]=[CH:12][C:11]=2[NH:16][CH2:17][C@H:18]2[CH2:23][CH2:22][C@H:21]([NH:24]C(=O)OC(C)(C)C)[CH2:20][CH2:19]2)[NH:7][C:8]=1[CH3:9])(=[O:3])[NH2:2].C(C1C=C(C2C=CC=CC=2NCC2CCN(C(OC(C)(C)C)=O)C2)NC=1C)(=O)N.Cl, predict the reaction product. The product is: [NH2:24][C@H:21]1[CH2:22][CH2:23][C@H:18]([CH2:17][NH:16][C:11]2[CH:12]=[CH:13][CH:14]=[CH:15][C:10]=2[C:6]2[NH:7][C:8]([CH3:9])=[C:4]([C:1]([NH2:2])=[O:3])[CH:5]=2)[CH2:19][CH2:20]1. (7) Given the reactants [C:1]([O:5][C:6]([N:8]1[CH2:13][CH2:12][C@@H:11]([CH2:14][CH2:15][OH:16])[C@@H:10]([CH:17]=[CH2:18])[CH2:9]1)=[O:7])([CH3:4])([CH3:3])[CH3:2].[CH3:19][C:20]([Si:23](Cl)([CH3:25])[CH3:24])([CH3:22])[CH3:21], predict the reaction product. The product is: [C:1]([O:5][C:6]([N:8]1[CH2:13][CH2:12][C@@H:11]([CH2:14][CH2:15][O:16][Si:23]([C:20]([CH3:22])([CH3:21])[CH3:19])([CH3:25])[CH3:24])[C@@H:10]([CH:17]=[CH2:18])[CH2:9]1)=[O:7])([CH3:4])([CH3:3])[CH3:2]. (8) Given the reactants [CH2:1]([CH:4]1[CH2:6][O:5]1)[CH:2]=[CH2:3].[C:7](=[O:17])([O:9][CH2:10][C:11]1[CH:16]=[CH:15][CH:14]=[CH:13][CH:12]=1)[NH2:8].[N+](C1C=CC(C(O)=O)=CC=1)([O-])=O, predict the reaction product. The product is: [CH2:10]([O:9][C:7](=[O:17])[NH:8][CH2:6][C@H:4]([OH:5])[CH2:1][CH:2]=[CH2:3])[C:11]1[CH:16]=[CH:15][CH:14]=[CH:13][CH:12]=1.